Task: Predict the reactants needed to synthesize the given product.. Dataset: Full USPTO retrosynthesis dataset with 1.9M reactions from patents (1976-2016) (1) Given the product [CH:20]([N:18]1[C:17](=[O:23])[CH:16]=[CH:15][C:14]([C:5]2[C:6]([C:8]3[CH:9]=[CH:10][CH:11]=[CH:12][CH:13]=3)=[N:7][C:2]([NH:1][C:24](=[O:29])[C:25]([CH3:28])([CH3:27])[CH3:26])=[N:3][CH:4]=2)=[N:19]1)([CH3:21])[CH3:22], predict the reactants needed to synthesize it. The reactants are: [NH2:1][C:2]1[N:7]=[C:6]([C:8]2[CH:13]=[CH:12][CH:11]=[CH:10][CH:9]=2)[C:5]([C:14]2[CH:15]=[CH:16][C:17](=[O:23])[N:18]([CH:20]([CH3:22])[CH3:21])[N:19]=2)=[CH:4][N:3]=1.[C:24](Cl)(=[O:29])[C:25]([CH3:28])([CH3:27])[CH3:26].C(N(C(C)C)CC)(C)C.O. (2) Given the product [Cl:1][C:2]1[CH:3]=[C:4]([C:5]([N:17]2[C:18]3[C:14](=[C:13]([F:12])[C:21]([F:22])=[CH:20][CH:19]=3)[CH2:15][CH2:16]2)=[O:7])[CH:8]=[CH:9][N:10]=1, predict the reactants needed to synthesize it. The reactants are: [Cl:1][C:2]1[CH:3]=[C:4]([CH:8]=[CH:9][N:10]=1)[C:5]([OH:7])=O.Cl.[F:12][C:13]1[C:21]([F:22])=[CH:20][CH:19]=[C:18]2[C:14]=1[CH2:15][CH2:16][NH:17]2.CN(C(ON1N=NC2C=CC=CC1=2)=[N+](C)C)C.[B-](F)(F)(F)F.C(=O)([O-])[O-].[K+].[K+]. (3) The reactants are: Cl.[C:2]1([NH:8][S:9]([C:12]2[CH:17]=[CH:16][C:15]([NH:18]C(=O)C)=[CH:14][CH:13]=2)(=[O:11])=[O:10])[CH:7]=[CH:6][CH:5]=[CH:4][CH:3]=1. Given the product [NH2:18][C:15]1[CH:16]=[CH:17][C:12]([S:9]([NH:8][C:2]2[CH:7]=[CH:6][CH:5]=[CH:4][CH:3]=2)(=[O:11])=[O:10])=[CH:13][CH:14]=1, predict the reactants needed to synthesize it. (4) Given the product [F:1][C:2]1[CH:9]=[CH:8][CH:7]=[C:6]([F:10])[C:3]=1[CH:4]1[CH2:18][CH2:16][C:17]1=[O:36], predict the reactants needed to synthesize it. The reactants are: [F:1][C:2]1[CH:9]=[CH:8][CH:7]=[C:6]([F:10])[C:3]=1[CH:4]=O.F[B-](F)(F)F.[CH:16]1([S+](C2C=CC=CC=2)C2C=CC=CC=2)[CH2:18][CH2:17]1.CC([O-:36])(C)C.[K+]. (5) Given the product [NH:21]1[C:22]2[C:27](=[CH:26][CH:25]=[CH:24][CH:23]=2)[C:19]([CH2:18][CH2:17][N:16]2[C:34](=[O:35])[C:32]([OH:33])=[C:31]([C:29](=[O:30])[CH3:28])[CH:13]2[C:10]2[CH:11]=[CH:12][C:7]([C:6]([O:5][C:1]([CH3:4])([CH3:3])[CH3:2])=[O:15])=[CH:8][CH:9]=2)=[CH:20]1, predict the reactants needed to synthesize it. The reactants are: [C:1]([O:5][C:6](=[O:15])[C:7]1[CH:12]=[CH:11][C:10]([CH:13]=O)=[CH:9][CH:8]=1)([CH3:4])([CH3:3])[CH3:2].[NH2:16][CH2:17][CH2:18][C:19]1[C:27]2[C:22](=[CH:23][CH:24]=[CH:25][CH:26]=2)[NH:21][CH:20]=1.[CH3:28][C:29]([CH2:31][C:32]([C:34](OC)=[O:35])=[O:33])=[O:30].